This data is from Reaction yield outcomes from USPTO patents with 853,638 reactions. The task is: Predict the reaction yield, written as a fraction of the theoretical maximum amount of product (1.0 means a 100% yield; for example, 0.34 means a 34% yield). (1) The yield is 0.340. The catalyst is CN(C=O)C.C(Cl)Cl. The product is [F:31][C:28]1[CH:29]=[CH:30][C:25]([O:24][C:23]2[CH:32]=[CH:33][C:20]([B:10]3[O:11][C:12]([CH3:17])([CH3:18])[C:13]([CH3:15])([CH3:16])[O:14]3)=[C:21]([O:34][CH3:35])[CH:22]=2)=[N:26][CH:27]=1. The reactants are [B:10]1([B:10]2[O:14][C:13]([CH3:16])([CH3:15])[C:12]([CH3:18])([CH3:17])[O:11]2)[O:14][C:13]([CH3:16])([CH3:15])[C:12]([CH3:18])([CH3:17])[O:11]1.Br[C:20]1[CH:33]=[CH:32][C:23]([O:24][C:25]2[CH:30]=[CH:29][C:28]([F:31])=[CH:27][N:26]=2)=[CH:22][C:21]=1[O:34][CH3:35].C([O-])(=O)C.[K+]. (2) The reactants are I[C:2]1[C:7](=[O:8])[N:6]([CH3:9])[CH:5]=[C:4]([C:10]2[CH:15]=[CH:14][N:13]=[C:12]([NH:16][C:17](=[O:19])[CH3:18])[CH:11]=2)[C:3]=1[O:20]C.[CH3:22][C:23]([N:27]1[CH2:32][CH2:31][N:30]([S:33]([CH3:36])(=[O:35])=[O:34])[CH2:29][CH2:28]1)([C:25]#[CH:26])[CH3:24]. The catalyst is CN(C=O)C.[Cu]I.Cl[Pd](Cl)([P](C1C=CC=CC=1)(C1C=CC=CC=1)C1C=CC=CC=1)[P](C1C=CC=CC=1)(C1C=CC=CC=1)C1C=CC=CC=1. The product is [CH3:9][N:6]1[CH:5]=[C:4]([C:10]2[CH:15]=[CH:14][N:13]=[C:12]([NH:16][C:17](=[O:19])[CH3:18])[CH:11]=2)[C:3]2[O:20][C:25]([C:23]([N:27]3[CH2:28][CH2:29][N:30]([S:33]([CH3:36])(=[O:34])=[O:35])[CH2:31][CH2:32]3)([CH3:22])[CH3:24])=[CH:26][C:2]=2[C:7]1=[O:8]. The yield is 0.0800. (3) The reactants are [C:1]([C:4]1[CH:9]=[CH:8][C:7]([S:10](Cl)(=[O:12])=[O:11])=[CH:6][CH:5]=1)(=[O:3])[CH3:2].[CH3:14][NH:15][CH3:16]. The catalyst is C(Cl)Cl. The product is [C:1]([C:4]1[CH:9]=[CH:8][C:7]([S:10]([N:15]([CH3:16])[CH3:14])(=[O:12])=[O:11])=[CH:6][CH:5]=1)(=[O:3])[CH3:2]. The yield is 0.930.